From a dataset of Full USPTO retrosynthesis dataset with 1.9M reactions from patents (1976-2016). Predict the reactants needed to synthesize the given product. (1) The reactants are: CO[CH:3](OC)[CH2:4][S:5][C:6]1[CH:11]=[CH:10][C:9]([O:12][CH3:13])=[CH:8][CH:7]=1. Given the product [CH3:13][O:12][C:9]1[CH:10]=[CH:11][C:6]2[S:5][CH:4]=[CH:3][C:7]=2[CH:8]=1, predict the reactants needed to synthesize it. (2) Given the product [F:31][C:27]1[CH:26]=[C:25]([C@@:19]23[O:22][CH2:23][O:24][C@@H:18]2[CH2:17][N:16]([C:14]([C:11]2[CH:12]=[CH:13][C:8]([N:7]([CH2:6][CH:4]4[CH2:5][C:2]([F:1])([F:34])[CH2:3]4)[CH3:35])=[C:9]([O:32][CH3:33])[CH:10]=2)=[O:15])[CH2:21][CH2:20]3)[CH:30]=[CH:29][CH:28]=1, predict the reactants needed to synthesize it. The reactants are: [F:1][C:2]1([F:34])[CH2:5][CH:4]([CH2:6][NH:7][C:8]2[CH:13]=[CH:12][C:11]([C:14]([N:16]3[CH2:21][CH2:20][C@:19]4([C:25]5[CH:30]=[CH:29][CH:28]=[C:27]([F:31])[CH:26]=5)[O:22][CH2:23][O:24][C@@H:18]4[CH2:17]3)=[O:15])=[CH:10][C:9]=2[O:32][CH3:33])[CH2:3]1.[C:35]([O-])([O-])=O.[K+].[K+].N[C@H](C(O)=O)CCSC. (3) Given the product [Cl:1][C:2]1[CH:3]=[C:4]2[C:8](=[CH:9][CH:10]=1)[NH:7][C:6](=[O:11])[C:5]2([C:12]1[CH:17]=[CH:16][CH:15]=[CH:14][C:13]=1[O:18][CH3:19])[CH2:20][C:21](=[O:22])[N:33]1[CH2:34][CH2:35][CH:30]([C:27]2[CH:26]=[CH:25][N:24]=[CH:29][CH:28]=2)[CH2:31][CH2:32]1, predict the reactants needed to synthesize it. The reactants are: [Cl:1][C:2]1[CH:3]=[C:4]2[C:8](=[CH:9][CH:10]=1)[NH:7][C:6](=[O:11])[C:5]2([CH2:20][C:21](O)=[O:22])[C:12]1[CH:17]=[CH:16][CH:15]=[CH:14][C:13]=1[O:18][CH3:19].[NH:24]1[CH2:29][CH2:28][CH:27]([C:30]2[CH:35]=[CH:34][N:33]=[CH:32][CH:31]=2)[CH2:26][CH2:25]1.C1C=CC2N(O)N=NC=2C=1.O.C(Cl)CCl.Cl. (4) Given the product [NH2:1][C:2]1[CH:3]=[C:4]([S:8]([N:11]([C:18]2[CH:23]=[CH:22][CH:21]=[CH:20][C:19]=2[C:24]([O:41][Si:48]([CH2:53][CH3:54])([CH2:51][CH3:52])[CH2:49][CH3:50])([C:37]([F:40])([F:39])[F:38])[C:25]#[C:26][C:27]2[CH:28]=[CH:29][C:30]([S:33]([CH3:36])(=[O:35])=[O:34])=[CH:31][CH:32]=2)[CH2:12][CH2:13][C:14]([F:17])([F:16])[F:15])(=[O:9])=[O:10])[CH:5]=[CH:6][CH:7]=1, predict the reactants needed to synthesize it. The reactants are: [NH2:1][C:2]1[CH:3]=[C:4]([S:8]([N:11]([C:18]2[CH:23]=[CH:22][CH:21]=[CH:20][C:19]=2[C:24]([OH:41])([C:37]([F:40])([F:39])[F:38])[C:25]#[C:26][C:27]2[CH:32]=[CH:31][C:30]([S:33]([CH3:36])(=[O:35])=[O:34])=[CH:29][CH:28]=2)[CH2:12][CH2:13][C:14]([F:17])([F:16])[F:15])(=[O:10])=[O:9])[CH:5]=[CH:6][CH:7]=1.N1C=CN=C1.Cl[Si:48]([CH2:53][CH3:54])([CH2:51][CH3:52])[CH2:49][CH3:50].